Dataset: Reaction yield outcomes from USPTO patents with 853,638 reactions. Task: Predict the reaction yield, written as a fraction of the theoretical maximum amount of product (1.0 means a 100% yield; for example, 0.34 means a 34% yield). (1) The reactants are [CH2:1]([CH:3]([C:6]1[C:7]2[N:8]([C:13]([C:17]3[S:21][CH:20]=[N:19][C:18]=3[C:22]([F:25])([F:24])[F:23])=[C:14]([CH3:16])[N:15]=2)[N:9]=[C:10]([CH3:12])[CH:11]=1)[CH2:4][CH3:5])[CH3:2].[Li]CCCC.C(Br)(Br)(Br)[Br:32]. The catalyst is C1COCC1. The product is [Br:32][C:20]1[S:21][C:17]([C:13]2[N:8]3[N:9]=[C:10]([CH3:12])[CH:11]=[C:6]([CH:3]([CH2:4][CH3:5])[CH2:1][CH3:2])[C:7]3=[N:15][C:14]=2[CH3:16])=[C:18]([C:22]([F:23])([F:24])[F:25])[N:19]=1. The yield is 0.620. (2) No catalyst specified. The product is [C:1]1([C:7]2[N:8]=[C:9]([C:12]3([CH2:18][NH:19][C:32]([C:30]4[S:31][C:27]([C:24]5[N:23]=[C:22]([C:21]([F:36])([F:20])[F:35])[O:26][N:25]=5)=[CH:28][CH:29]=4)=[O:33])[CH2:13][CH2:14][O:15][CH2:16][CH2:17]3)[S:10][CH:11]=2)[CH:2]=[CH:3][CH:4]=[CH:5][CH:6]=1. The reactants are [C:1]1([C:7]2[N:8]=[C:9]([C:12]3([CH2:18][NH2:19])[CH2:17][CH2:16][O:15][CH2:14][CH2:13]3)[S:10][CH:11]=2)[CH:6]=[CH:5][CH:4]=[CH:3][CH:2]=1.[F:20][C:21]([F:36])([F:35])[C:22]1[O:26][N:25]=[C:24]([C:27]2[S:31][C:30]([C:32](O)=[O:33])=[CH:29][CH:28]=2)[N:23]=1. The yield is 0.220. (3) The product is [NH2:32][C@@H:28]1[CH2:29][CH2:30][CH2:31][N:26]([C:7]2[C:8]3[C:9]4[C:14](=[CH:13][C:12]([C:17]([N:19]5[CH2:24][CH2:23][N:22]([CH3:25])[CH2:21][CH2:20]5)=[O:18])=[CH:11][CH:10]=4)[NH:15][C:16]=3[C:4]([C:1]([NH2:2])=[O:3])=[CH:5][CH:6]=2)[CH2:27]1. The reactants are [C:1]([C:4]1[C:16]2[NH:15][C:14]3[C:9](=[CH:10][CH:11]=[C:12]([C:17]([N:19]4[CH2:24][CH2:23][N:22]([CH3:25])[CH2:21][CH2:20]4)=[O:18])[CH:13]=3)[C:8]=2[C:7]([N:26]2[CH2:31][CH2:30][CH2:29][C@@H:28]([NH:32]C(=O)OCC3C=CC=CC=3)[CH2:27]2)=[CH:6][CH:5]=1)(=[O:3])[NH2:2].C([O-])=O.[NH4+]. The catalyst is [Pd].CO. The yield is 0.980. (4) The reactants are [Cl:1][C:2]1[CH:3]=[C:4](B(O)O)[CH:5]=[CH:6][C:7]=1[F:8].Br[C:13]([C:15]([F:18])([F:17])[F:16])=[CH2:14].C([O-])([O-])=O.[K+].[K+]. The catalyst is C1COCC1.O.Cl[Pd](Cl)([P](C1C=CC=CC=1)(C1C=CC=CC=1)C1C=CC=CC=1)[P](C1C=CC=CC=1)(C1C=CC=CC=1)C1C=CC=CC=1. The product is [Cl:1][C:2]1[CH:3]=[C:4]([C:13]([C:15]([F:18])([F:17])[F:16])=[CH2:14])[CH:5]=[CH:6][C:7]=1[F:8]. The yield is 0.623.